Dataset: Reaction yield outcomes from USPTO patents with 853,638 reactions. Task: Predict the reaction yield, written as a fraction of the theoretical maximum amount of product (1.0 means a 100% yield; for example, 0.34 means a 34% yield). (1) The reactants are [N:1]1[C:8]([Cl:9])=[N:7][C:5]([Cl:6])=[N:4][C:2]=1Cl.Cl[C:11]1[CH:12]=[C:13]([CH:16]=[CH:17][C:18]=1[NH2:19])[O:14][CH3:15].[OH-].[Na+].[ClH:22]. The catalyst is CC(C)=O. The product is [Cl:22][C:12]1[CH:11]=[C:18]([NH:19][C:2]2[N:1]=[C:8]([Cl:9])[N:7]=[C:5]([Cl:6])[N:4]=2)[CH:17]=[CH:16][C:13]=1[O:14][CH3:15]. The yield is 0.960. (2) The reactants are [CH2:1]([O:3][C:4]([C:6]1[C:7](Cl)=[C:8]2[CH:14]=C[NH:12][C:9]2=[N:10][CH:11]=1)=[O:5])[CH3:2].Cl.[Cl:17][C:18]1[CH:31]=[CH:30][C:21]([CH2:22][C:23]2([NH2:29])[CH2:28][CH2:27][NH:26][CH2:25][CH2:24]2)=[CH:20][CH:19]=1.C([N:34](CC)CC)C. The catalyst is C(O)CCC.C(OCC)(=O)C. The product is [CH2:1]([O:3][C:4]([C:6]1[C:7]([N:26]2[CH2:25][CH2:24][C:23]([NH2:29])([CH2:22][C:21]3[CH:20]=[CH:19][C:18]([Cl:17])=[CH:31][CH:30]=3)[CH2:28][CH2:27]2)=[C:8]2[CH:14]=[N:34][NH:12][C:9]2=[N:10][CH:11]=1)=[O:5])[CH3:2]. The yield is 0.870. (3) The reactants are C(OC([NH:8][C@H:9]1[CH2:14][CH2:13][C@H:12]([N:15]2[C:23](=[O:24])[NH:22][C:21]3[C:16]2=[N:17][C:18]([C:30]2[CH:35]=[CH:34][CH:33]=[C:32]([OH:36])[CH:31]=2)=[N:19][C:20]=3[C:25]([O:27]CC)=O)[CH2:11][CH2:10]1)=O)(C)(C)C.[NH2:37]C1C(C(OCC)=O)=NC(C2C=CC=C(O)C=2)=NC=1N[C@H]1CC[C@H](NC(OC(C)(C)C)=O)CC1. The catalyst is ClCCl. The product is [NH2:8][C@H:9]1[CH2:14][CH2:13][C@H:12]([N:15]2[C:23](=[O:24])[NH:22][C:21]3[C:16]2=[N:17][C:18]([C:30]2[CH:35]=[CH:34][CH:33]=[C:32]([OH:36])[CH:31]=2)=[N:19][C:20]=3[C:25]([NH2:37])=[O:27])[CH2:11][CH2:10]1. The yield is 0.440. (4) The reactants are [CH2:1]([O:8][C:9]1[N:14]=[CH:13][C:12]([C:15]2[CH:20]=[CH:19][C:18]([CH2:21][C:22]([NH:24][C:25]3[CH:30]=[CH:29][C:28]([CH2:31][C:32]([CH3:43])([CH3:42])[CH2:33][O:34][Si](C(C)(C)C)(C)C)=[C:27]([C:44]([F:47])([F:46])[F:45])[CH:26]=3)=[O:23])=[CH:17][C:16]=2[F:48])=[C:11]([O:49][CH2:50][CH3:51])[CH:10]=1)[C:2]1[CH:7]=[CH:6][CH:5]=[CH:4][CH:3]=1.C(O)(C(F)(F)F)=O. The catalyst is C(Cl)Cl. The product is [CH2:1]([O:8][C:9]1[N:14]=[CH:13][C:12]([C:15]2[CH:20]=[CH:19][C:18]([CH2:21][C:22]([NH:24][C:25]3[CH:30]=[CH:29][C:28]([CH2:31][C:32]([CH3:43])([CH3:42])[CH2:33][OH:34])=[C:27]([C:44]([F:45])([F:47])[F:46])[CH:26]=3)=[O:23])=[CH:17][C:16]=2[F:48])=[C:11]([O:49][CH2:50][CH3:51])[CH:10]=1)[C:2]1[CH:3]=[CH:4][CH:5]=[CH:6][CH:7]=1. The yield is 0.870. (5) The reactants are [C:1]([C:3]1[C:4]([N:9]2[CH2:18][CH2:17][C:12]3(OCC[O:13]3)[CH2:11][CH2:10]2)=[N:5][CH:6]=[CH:7][CH:8]=1)#[N:2].Cl. The catalyst is CC(C)=O. The product is [C:1]([C:3]1[C:4]([N:9]2[CH2:18][CH2:17][C:12](=[O:13])[CH2:11][CH2:10]2)=[N:5][CH:6]=[CH:7][CH:8]=1)#[N:2]. The yield is 0.400.